This data is from Reaction yield outcomes from USPTO patents with 853,638 reactions. The task is: Predict the reaction yield, written as a fraction of the theoretical maximum amount of product (1.0 means a 100% yield; for example, 0.34 means a 34% yield). (1) The reactants are [Br:1][C:2]1[CH:7]=[CH:6][C:5]([SH:8])=[CH:4][CH:3]=1.[H-].[Na+].Cl[CH2:12][CH2:13][C:14]([CH3:17])([CH3:16])[CH3:15]. The catalyst is CN(C)C=O. The yield is 0.950. The product is [Br:1][C:2]1[CH:7]=[CH:6][C:5]([S:8][CH2:12][CH2:13][C:14]([CH3:17])([CH3:16])[CH3:15])=[CH:4][CH:3]=1. (2) The catalyst is CO. The product is [NH2:1][C:2]1[N:7]=[CH:6][N:5]=[C:4]2[N:8]([C@@H:26]3[CH2:31][CH2:30][CH2:29][N:28]([C:32]([C:33](=[CH:40][CH:37]4[CH2:39][CH2:38]4)[C:34]#[N:35])=[O:36])[CH2:27]3)[N:9]=[C:10]([C:11]3[CH:16]=[CH:15][C:14]([O:17][C:18]4[CH:19]=[C:20]([F:25])[CH:21]=[C:22]([F:24])[CH:23]=4)=[CH:13][CH:12]=3)[C:3]=12. The reactants are [NH2:1][C:2]1[N:7]=[CH:6][N:5]=[C:4]2[N:8]([C@@H:26]3[CH2:31][CH2:30][CH2:29][N:28]([C:32](=[O:36])[CH2:33][C:34]#[N:35])[CH2:27]3)[N:9]=[C:10]([C:11]3[CH:16]=[CH:15][C:14]([O:17][C:18]4[CH:23]=[C:22]([F:24])[CH:21]=[C:20]([F:25])[CH:19]=4)=[CH:13][CH:12]=3)[C:3]=12.[CH:37]1([CH:40]=O)[CH2:39][CH2:38]1.N1CCCCC1.ClCCl. The yield is 0.420.